This data is from Full USPTO retrosynthesis dataset with 1.9M reactions from patents (1976-2016). The task is: Predict the reactants needed to synthesize the given product. (1) The reactants are: [NH2:1][C:2]1[CH:15]=[C:14]([C:16]([F:19])([F:18])[F:17])[CH:13]=[CH:12][C:3]=1[C:4]([NH:6][C:7]([CH3:11])([C:9]#[CH:10])[CH3:8])=[O:5].Cl[CH2:21]CCl.C=O.C(O[BH-](OC(=O)C)OC(=O)C)(=O)C.[Na+]. Given the product [CH3:21][NH:1][C:2]1[CH:15]=[C:14]([C:16]([F:17])([F:18])[F:19])[CH:13]=[CH:12][C:3]=1[C:4]([NH:6][C:7]([CH3:11])([C:9]#[CH:10])[CH3:8])=[O:5], predict the reactants needed to synthesize it. (2) Given the product [CH2:10]([N:4]1[CH2:3][C:22]([C:23]2[CH:24]=[CH:25][C:26]([Cl:29])=[CH:27][CH:28]=2)=[C:21]([C:20]([OH:30])=[O:19])[CH2:5]1)[C:11]1[CH:12]=[CH:13][CH:14]=[CH:15][CH:16]=1, predict the reactants needed to synthesize it. The reactants are: CO[CH2:3][N:4]([CH2:10][C:11]1[CH:16]=[CH:15][CH:14]=[CH:13][CH:12]=1)[CH2:5][Si](C)(C)C.C([O:19][C:20](=[O:30])[C:21]#[C:22][C:23]1[CH:28]=[CH:27][C:26]([Cl:29])=[CH:25][CH:24]=1)C.FC(F)(F)C(O)=O.[OH-].[Na+]. (3) Given the product [Cl:31][C:4]1[N:3]=[C:2]([C:35]2[CH:36]=[N:37][CH:38]=[C:33]([Cl:32])[CH:34]=2)[C:7]2[N:8]([CH2:20][C:21]3[CH:22]=[CH:23][C:24]([C:27]([F:29])([F:28])[F:30])=[CH:25][CH:26]=3)[C:9]([N:11]3[CH2:16][CH2:15][O:14][C@@H:13]4[CH2:17][CH2:18][CH2:19][C@@H:12]34)=[N:10][C:6]=2[CH:5]=1, predict the reactants needed to synthesize it. The reactants are: Cl[C:2]1[C:7]2[N:8]([CH2:20][C:21]3[CH:26]=[CH:25][C:24]([C:27]([F:30])([F:29])[F:28])=[CH:23][CH:22]=3)[C:9]([N:11]3[CH2:16][CH2:15][O:14][C@@H:13]4[CH2:17][CH2:18][CH2:19][C@@H:12]34)=[N:10][C:6]=2[CH:5]=[C:4]([Cl:31])[N:3]=1.[Cl:32][C:33]1[CH:34]=[C:35](B(O)O)[CH:36]=[N:37][CH:38]=1.C(=O)([O-])[O-].[Cs+].[Cs+]. (4) Given the product [CH2:21]([S:20][C:16]1[N:15]=[C:14]([C:12]2[S:4][C:3]3[CH:5]=[CH:6][CH:7]=[CH:8][C:2]=3[C:1](=[O:10])[N:13]=2)[CH:19]=[CH:18][CH:17]=1)[CH2:22][CH:23]([CH3:25])[CH3:24], predict the reactants needed to synthesize it. The reactants are: [C:1]([O:10]C)(=O)[C:2]1[C:3](=[CH:5][CH:6]=[CH:7][CH:8]=1)[SH:4].[C:12]([C:14]1[CH:19]=[CH:18][CH:17]=[C:16]([S:20][CH2:21][CH2:22][CH:23]([CH3:25])[CH3:24])[N:15]=1)#[N:13].C(N(CC)CC)C. (5) Given the product [CH:1]1([N:6]2[CH2:32][CH2:31][C:9]3[N:10]([CH2:26][C:27]([OH:29])=[O:28])[C:11]4[CH:12]=[CH:13][C:14]([C:17]([N:19]5[CH2:24][CH2:23][CH:22]([CH3:25])[CH2:21][CH2:20]5)=[O:18])=[CH:15][C:16]=4[C:8]=3[CH2:7]2)[CH2:2][CH2:3][CH2:4][CH2:5]1, predict the reactants needed to synthesize it. The reactants are: [CH:1]1([N:6]2[CH2:32][CH2:31][C:9]3[N:10]([CH2:26][C:27]([O:29]C)=[O:28])[C:11]4[CH:12]=[CH:13][C:14]([C:17]([N:19]5[CH2:24][CH2:23][CH:22]([CH3:25])[CH2:21][CH2:20]5)=[O:18])=[CH:15][C:16]=4[C:8]=3[CH2:7]2)[CH2:5][CH2:4][CH2:3][CH2:2]1.[OH-].[Na+]. (6) Given the product [Cl:5][C:6]1[CH:13]=[CH:12][C:9]([CH2:10][NH:11][C:29]([C:22]2[C:21](=[O:34])[C:20]3[C:25](=[CH:26][CH:27]=[C:18]([C:17]#[C:16][CH2:15][OH:14])[N:19]=3)[N:24]([CH3:28])[CH:23]=2)=[O:30])=[CH:8][CH:7]=1, predict the reactants needed to synthesize it. The reactants are: C[Al](C)C.[Cl:5][C:6]1[CH:13]=[CH:12][C:9]([CH2:10][NH2:11])=[CH:8][CH:7]=1.[OH:14][CH2:15][C:16]#[C:17][C:18]1[N:19]=[C:20]2[C:25](=[CH:26][CH:27]=1)[N:24]([CH3:28])[CH:23]=[C:22]([C:29](OCC)=[O:30])[C:21]2=[O:34]. (7) Given the product [C:27]([N:30]1[CH2:36][CH2:35][CH2:34][N:33]([C:6]2[N:7]3[N:8]=[C:9]([CH2:11][CH3:12])[CH:10]=[C:2]3[N:3]=[C:4]([NH:14][C:15](=[O:26])[C:16]3[CH:21]=[CH:20][C:19]([C:22]([OH:25])([CH3:24])[CH3:23])=[CH:18][CH:17]=3)[CH:5]=2)[CH2:32][CH2:31]1)(=[O:29])[CH3:28], predict the reactants needed to synthesize it. The reactants are: Cl[C:2]1[N:7]2[N:8]=[C:9]([CH:11]3C[CH2:12]3)[CH:10]=[C:6]2[CH:5]=[C:4]([NH:14][C:15](=[O:26])[C:16]2[CH:21]=[CH:20][C:19]([C:22]([OH:25])([CH3:24])[CH3:23])=[CH:18][CH:17]=2)[N:3]=1.[C:27]([N:30]1[CH2:36][CH2:35][CH2:34][NH:33][CH2:32][CH2:31]1)(=[O:29])[CH3:28].